This data is from Forward reaction prediction with 1.9M reactions from USPTO patents (1976-2016). The task is: Predict the product of the given reaction. (1) The product is: [Cl:1][C:2]1[C:10]([N:11]([CH3:20])[S:12]([C:15]2[S:16][CH:17]=[CH:18][CH:19]=2)(=[O:14])=[O:13])=[C:9]2[C:5]([CH:6]=[C:7]([C:21](=[S:33])[NH2:23])[NH:8]2)=[CH:4][CH:3]=1. Given the reactants [Cl:1][C:2]1[C:10]([N:11]([CH3:20])[S:12]([C:15]2[S:16][CH:17]=[CH:18][CH:19]=2)(=[O:14])=[O:13])=[C:9]2[C:5]([CH:6]=[C:7]([C:21]([NH2:23])=O)[NH:8]2)=[CH:4][CH:3]=1.COC1C=CC(P2(SP(C3C=CC(OC)=CC=3)(=S)S2)=[S:33])=CC=1, predict the reaction product. (2) The product is: [CH3:1][C:2]1[CH:6]=[CH:5][N:4]([C:7]([O:9][C:10]([CH3:13])([CH3:12])[CH3:11])=[O:8])[N:3]=1. Given the reactants [CH3:1][C:2]1[CH:6]=[CH:5][NH:4][N:3]=1.[C:7](O[C:7]([O:9][C:10]([CH3:13])([CH3:12])[CH3:11])=[O:8])([O:9][C:10]([CH3:13])([CH3:12])[CH3:11])=[O:8], predict the reaction product. (3) Given the reactants [CH3:1][C@:2]12[C@@:19]3([CH3:20])[C@@H:10]([C@:11]4([CH3:33])[C@@H:16]([CH2:17][CH2:18]3)[C:15]([CH3:22])([CH3:21])[C:14]([C:23]3[CH:32]=[CH:31][C:26]([C:27]([O:29]C)=[O:28])=[CH:25][CH:24]=3)=[CH:13][CH2:12]4)[CH2:9][CH2:8][C@@H:7]1[C@H:6]1[C@H:34]([C:37]([CH3:39])=[CH2:38])[CH2:35][CH2:36][C@:5]1([NH:40][CH2:41][C:42]1[CH:46]=[CH:45][S:44][CH:43]=1)[CH2:4][CH2:3]2.[OH-].[Na+], predict the reaction product. The product is: [CH3:1][C@:2]12[C@@:19]3([CH3:20])[C@@H:10]([C@:11]4([CH3:33])[C@@H:16]([CH2:17][CH2:18]3)[C:15]([CH3:21])([CH3:22])[C:14]([C:23]3[CH:32]=[CH:31][C:26]([C:27]([OH:29])=[O:28])=[CH:25][CH:24]=3)=[CH:13][CH2:12]4)[CH2:9][CH2:8][C@@H:7]1[C@H:6]1[C@H:34]([C:37]([CH3:39])=[CH2:38])[CH2:35][CH2:36][C@:5]1([NH:40][CH2:41][C:42]1[CH:46]=[CH:45][S:44][CH:43]=1)[CH2:4][CH2:3]2. (4) Given the reactants CS(O[CH2:6][C@@H:7]1[O:11][C:10](=[O:12])[N:9]([C:13]2[CH:18]=[CH:17][C:16]([N:19]3[CH2:24][CH2:23][O:22][CH2:21][C:20]3=[O:25])=[CH:15][CH:14]=2)[CH2:8]1)(=O)=O.[C:26]([NH2:34])([CH2:29][C:30]([CH3:33])([CH3:32])[CH3:31])([CH3:28])[CH3:27], predict the reaction product. The product is: [C:26]([NH:34][CH2:6][C@@H:7]1[O:11][C:10](=[O:12])[N:9]([C:13]2[CH:18]=[CH:17][C:16]([N:19]3[CH2:24][CH2:23][O:22][CH2:21][C:20]3=[O:25])=[CH:15][CH:14]=2)[CH2:8]1)([CH2:29][C:30]([CH3:33])([CH3:32])[CH3:31])([CH3:28])[CH3:27].